This data is from Catalyst prediction with 721,799 reactions and 888 catalyst types from USPTO. The task is: Predict which catalyst facilitates the given reaction. Reactant: [CH2:1]([O:3][C:4]1[CH:5]=[C:6]([CH:12]([C:14]2[CH:19]=[CH:18][C:17]([O:20][CH3:21])=[C:16]([O:22][CH2:23][CH3:24])[CH:15]=2)[OH:13])[CH:7]=[CH:8][C:9]=1[O:10][CH3:11])[CH3:2]. Product: [CH2:23]([O:22][C:16]1[CH:15]=[C:14]([C:12]([C:6]2[CH:7]=[CH:8][C:9]([O:10][CH3:11])=[C:4]([O:3][CH2:1][CH3:2])[CH:5]=2)=[O:13])[CH:19]=[CH:18][C:17]=1[O:20][CH3:21])[CH3:24]. The catalyst class is: 177.